This data is from Forward reaction prediction with 1.9M reactions from USPTO patents (1976-2016). The task is: Predict the product of the given reaction. (1) Given the reactants [CH3:1][C:2]1[C:7]([OH:8])=[CH:6][CH:5]=[CH:4][N:3]=1.[Cl:9][C:10]1[C:15]([CH3:16])=[C:14](Cl)[N:13]=[CH:12][N:11]=1.CC(N(C)C)=O.C(=O)([O-])[O-].[K+].[K+], predict the reaction product. The product is: [Cl:9][C:10]1[C:15]([CH3:16])=[C:14]([O:8][C:7]2[C:2]([CH3:1])=[N:3][CH:4]=[CH:5][CH:6]=2)[N:13]=[CH:12][N:11]=1. (2) Given the reactants [Cl:1][C:2]1[CH:9]=[CH:8][C:5]([C:6]#[N:7])=[C:4]([C:10]2[C:15]([F:16])=[CH:14][N:13]=[C:12]([O:17]C)[CH:11]=2)[CH:3]=1.Cl.[NH+]1C=CC=CC=1, predict the reaction product. The product is: [Cl:1][C:2]1[CH:9]=[CH:8][C:5]([C:6]#[N:7])=[C:4]([C:10]2[C:15]([F:16])=[CH:14][NH:13][C:12](=[O:17])[CH:11]=2)[CH:3]=1. (3) Given the reactants [Br:1][C:2]1[CH:3]=[C:4]2[C:9](=[CH:10][CH:11]=1)[N:8]=[C:7](Cl)[N:6]=[CH:5]2.[CH3:13][NH2:14].O1CCCC1.CC(C)CCO, predict the reaction product. The product is: [Br:1][C:2]1[CH:3]=[C:4]2[C:9](=[CH:10][CH:11]=1)[N:8]=[C:7]([NH:14][CH3:13])[N:6]=[CH:5]2. (4) Given the reactants [C:1]([C:4]1[C:35](=[O:36])[C@@:8]2([CH3:37])[C:9]3[C:15]([OH:16])=[CH:14][C:13]([O:17]CC4C=CC=CC=4)=[C:12]([C:25]([NH:27][CH2:28][C:29]4[CH:34]=[CH:33][CH:32]=[CH:31][CH:30]=4)=[O:26])[C:10]=3[O:11][C:7]2=[CH:6][C:5]=1[OH:38])(=[O:3])[CH3:2].[H][H], predict the reaction product. The product is: [C:1]([C:4]1[C:35](=[O:36])[C@@:8]2([CH3:37])[C:9]3[C:15]([OH:16])=[CH:14][C:13]([OH:17])=[C:12]([C:25]([NH:27][CH2:28][C:29]4[CH:34]=[CH:33][CH:32]=[CH:31][CH:30]=4)=[O:26])[C:10]=3[O:11][C:7]2=[CH:6][C:5]=1[OH:38])(=[O:3])[CH3:2].